This data is from Catalyst prediction with 721,799 reactions and 888 catalyst types from USPTO. The task is: Predict which catalyst facilitates the given reaction. (1) Reactant: N([O-])=O.[Na+].N[C:6]1[N:7]([C:17]2[C:26]3[C:21](=[CH:22][CH:23]=[CH:24][CH:25]=3)[C:20]([CH:27]3[CH2:29][CH2:28]3)=[CH:19][CH:18]=2)[C:8]([S:11][CH2:12][C:13]([O:15][CH3:16])=[O:14])=[N:9][N:10]=1.ClC(Cl)C(O)=O.ClCCl.C(Br)(Br)[Br:40]. Product: [Br:40][C:6]1[N:7]([C:17]2[C:26]3[C:21](=[CH:22][CH:23]=[CH:24][CH:25]=3)[C:20]([CH:27]3[CH2:29][CH2:28]3)=[CH:19][CH:18]=2)[C:8]([S:11][CH2:12][C:13]([O:15][CH3:16])=[O:14])=[N:9][N:10]=1. The catalyst class is: 572. (2) Reactant: [CH3:1][C:2]1([CH3:20])[CH2:18][N:7]2[C:8]3[CH:9]=[C:10]([C:15]([OH:17])=O)[CH:11]=[CH:12][C:13]=3[CH:14]=[C:6]2[C:5](=[O:19])[NH:4][CH2:3]1.C(N1C=CN=C1)(N1C=CN=C1)=O.[CH3:33][C:34]1[O:38][N:37]=[C:36]([NH2:39])[CH:35]=1.N1(C2CCCCCCCCCC2)CCCN=CCCCCC1. Product: [CH3:20][C:2]1([CH3:1])[CH2:18][N:7]2[C:8]3[CH:9]=[C:10]([C:15]([NH:39][C:36]4[CH:35]=[C:34]([CH3:33])[O:38][N:37]=4)=[O:17])[CH:11]=[CH:12][C:13]=3[CH:14]=[C:6]2[C:5](=[O:19])[NH:4][CH2:3]1. The catalyst class is: 1. (3) Reactant: [NH2:1][C:2]1[CH:7]=[CH:6][CH:5]=[CH:4][CH:3]=1.Br[CH2:9][CH2:10][CH2:11][CH2:12][CH2:13][CH2:14][N:15]1[C:23](=[O:24])[C:22]2[C:17](=[CH:18][CH:19]=[CH:20][CH:21]=2)[C:16]1=[O:25].C([O-])([O-])=O.[K+].[K+]. Product: [C:2]1([NH:1][CH2:9][CH2:10][CH2:11][CH2:12][CH2:13][CH2:14][N:15]2[C:16](=[O:25])[C:17]3[C:22](=[CH:21][CH:20]=[CH:19][CH:18]=3)[C:23]2=[O:24])[CH:7]=[CH:6][CH:5]=[CH:4][CH:3]=1. The catalyst class is: 23. (4) The catalyst class is: 2. Reactant: [NH2:1][C:2]1[CH:7]=[CH:6][CH:5]=[C:4]([Cl:8])[C:3]=1[C:9](=[O:43])[CH2:10][N:11]([CH2:34][C:35]1[CH:40]=[C:39]([F:41])[CH:38]=[C:37]([F:42])[CH:36]=1)[C:12]([C:14]1[CH:15]=[N:16][N:17]([C@H:23]2[CH2:28][CH2:27][C@H:26]([C:29]([O:31][CH2:32][CH3:33])=[O:30])[CH2:25][CH2:24]2)[C:18]=1[C:19]([F:22])([F:21])[F:20])=[O:13].N1C=CC=CC=1.[CH3:50][C:51](Cl)=[O:52]. Product: [C:51]([NH:1][C:2]1[CH:7]=[CH:6][CH:5]=[C:4]([Cl:8])[C:3]=1[C:9](=[O:43])[CH2:10][N:11]([CH2:34][C:35]1[CH:40]=[C:39]([F:41])[CH:38]=[C:37]([F:42])[CH:36]=1)[C:12]([C:14]1[CH:15]=[N:16][N:17]([C@H:23]2[CH2:28][CH2:27][C@H:26]([C:29]([O:31][CH2:32][CH3:33])=[O:30])[CH2:25][CH2:24]2)[C:18]=1[C:19]([F:22])([F:21])[F:20])=[O:13])(=[O:52])[CH3:50]. (5) Reactant: [CH:1]1[CH:2]=[CH:3][C:4]2N(O)N=[N:7][C:5]=2C=1.C(Cl)CCl.[Cl:15][C:16]1[CH:21]=[CH:20][C:19]([C:22]2[N:26]([CH3:27])[CH:25]=[C:24]([C:28]([OH:30])=O)[C:23]=2[CH3:31])=[CH:18][CH:17]=1.Cl.C12CC1CNC2.C(N(CC)CC)C. Product: [CH:4]12[CH2:3][CH:2]1[CH2:1][N:7]([C:28]([C:24]1[C:23]([CH3:31])=[C:22]([C:19]3[CH:18]=[CH:17][C:16]([Cl:15])=[CH:21][CH:20]=3)[N:26]([CH3:27])[CH:25]=1)=[O:30])[CH2:5]2. The catalyst class is: 18. (6) Reactant: [N:1]1[CH:6]=[CH:5][CH:4]=[CH:3][C:2]=1[CH2:7][NH:8][C:9](=[O:15])[O:10][C:11]([CH3:14])([CH3:13])[CH3:12].ClC1C=CC=C(C(OO)=[O:24])C=1. Product: [N:1]1[CH:6]=[CH:5][CH:4]=[CH:3][C:2]=1[CH2:7][NH+:8]([O-:24])[C:9](=[O:15])[O:10][C:11]([CH3:12])([CH3:14])[CH3:13]. The catalyst class is: 13. (7) Reactant: [F:1][C:2]([F:20])([F:19])[C:3]([N:5]1[CH2:14][CH2:13][C:12]2[C:7](=[CH:8][C:9]([S:15](Cl)(=[O:17])=[O:16])=[CH:10][CH:11]=2)[CH2:6]1)=[O:4].[NH2:21][C:22]1[S:23][CH:24]=[CH:25][N:26]=1.CC#N. Product: [S:23]1[CH:24]=[CH:25][N:26]=[C:22]1[NH:21][S:15]([C:9]1[CH:8]=[C:7]2[C:12]([CH2:13][CH2:14][N:5]([C:3](=[O:4])[C:2]([F:20])([F:19])[F:1])[CH2:6]2)=[CH:11][CH:10]=1)(=[O:17])=[O:16]. The catalyst class is: 17. (8) Reactant: Cl[C:2]1[C:11]2[C:6](=[CH:7][CH:8]=[CH:9][CH:10]=2)[C:5]([Cl:12])=[N:4][N:3]=1.[CH3:13][C@H:14]1[NH:19][CH2:18][CH2:17][N:16]([C:20]([O:22][C:23]([CH3:26])([CH3:25])[CH3:24])=[O:21])[CH2:15]1. The catalyst class is: 4. Product: [Cl:12][C:5]1[C:6]2[C:11](=[CH:10][CH:9]=[CH:8][CH:7]=2)[C:2]([N:19]2[CH2:18][CH2:17][N:16]([C:20]([O:22][C:23]([CH3:26])([CH3:25])[CH3:24])=[O:21])[CH2:15][C@H:14]2[CH3:13])=[N:3][N:4]=1. (9) Reactant: [C:1]([C:3]1([NH:8]S(C(C)(C)C)=O)[CH2:7][CH2:6][O:5][CH2:4]1)#[N:2].Cl[C:16](Cl)([O:18]C(=O)OC(Cl)(Cl)Cl)Cl.[Cl:27][C:28]1[CH:29]=[C:30]([C:35]2[C:43]([C:44]([NH2:46])=[O:45])=[C:38]3[CH2:39][NH:40][CH2:41][CH2:42][N:37]3[N:36]=2)[CH:31]=[CH:32][C:33]=1[F:34]. Product: [Cl:27][C:28]1[CH:29]=[C:30]([C:35]2[C:43]([C:44]([NH2:46])=[O:45])=[C:38]3[CH2:39][N:40]([C:16]([NH:8][C:3]4([C:1]#[N:2])[CH2:7][CH2:6][O:5][CH2:4]4)=[O:18])[CH2:41][CH2:42][N:37]3[N:36]=2)[CH:31]=[CH:32][C:33]=1[F:34]. The catalyst class is: 20.